This data is from Reaction yield outcomes from USPTO patents with 853,638 reactions. The task is: Predict the reaction yield, written as a fraction of the theoretical maximum amount of product (1.0 means a 100% yield; for example, 0.34 means a 34% yield). The reactants are [CH3:1][C:2]1[O:3][C:4]2[C:14]([N:15]=1)=[CH:13][C:7]1[CH2:8][CH2:9][NH:10][CH2:11][CH2:12][C:6]=1[CH:5]=2.[Cl:16][CH2:17][CH:18]=O.[BH-](OC(C)=O)(OC(C)=O)OC(C)=O.[Na+]. The product is [Cl:16][CH2:17][CH2:18][N:10]1[CH2:9][CH2:8][C:7]2[CH:13]=[C:14]3[N:15]=[C:2]([CH3:1])[O:3][C:4]3=[CH:5][C:6]=2[CH2:12][CH2:11]1. The yield is 0.360. The catalyst is COCCOC.